Dataset: Blood-brain barrier penetration binary classification data from Martins et al.. Task: Regression/Classification. Given a drug SMILES string, predict its absorption, distribution, metabolism, or excretion properties. Task type varies by dataset: regression for continuous measurements (e.g., permeability, clearance, half-life) or binary classification for categorical outcomes (e.g., BBB penetration, CYP inhibition). Dataset: bbb_martins. (1) The compound is CO/N=C(\C(=O)N[C@@H]1C(=O)N2C(C(=O)O)=C(CSc3nc(=O)c(=O)[nH]n3C)CS[C@H]12)c1csc(N)n1. The result is 1 (penetrates BBB). (2) The molecule is CCCC(CCC)C(N)=O. The result is 1 (penetrates BBB). (3) The molecule is NC(N)=NC(=O)c1nc(Cl)c(N)nc1N. The result is 1 (penetrates BBB). (4) The molecule is CCOC(=O)c1ccc(N)cc1. The result is 1 (penetrates BBB). (5) The molecule is CN[C@@H](C)[C@H](O)c1ccccc1. The result is 0 (does not penetrate BBB).